From a dataset of Peptide-MHC class II binding affinity with 134,281 pairs from IEDB. Regression. Given a peptide amino acid sequence and an MHC pseudo amino acid sequence, predict their binding affinity value. This is MHC class II binding data. (1) The peptide sequence is SVTIKLDGNLLSSND. The MHC is DRB1_1001 with pseudo-sequence DRB1_1001. The binding affinity (normalized) is 0.614. (2) The binding affinity (normalized) is 0.609. The peptide sequence is VSAMVRMYIFFASFY. The MHC is DRB1_0101 with pseudo-sequence DRB1_0101. (3) The peptide sequence is YPIILRLGSQLSLSM. The MHC is DRB1_1501 with pseudo-sequence DRB1_1501. The binding affinity (normalized) is 0.892. (4) The peptide sequence is YKALPVVLENARILK. The MHC is HLA-DQA10501-DQB10201 with pseudo-sequence HLA-DQA10501-DQB10201. The binding affinity (normalized) is 0.113.